The task is: Predict the product of the given reaction.. This data is from Forward reaction prediction with 1.9M reactions from USPTO patents (1976-2016). (1) Given the reactants [C:1]1([CH2:7][CH2:8][CH2:9][N:10]2[CH:14]=[C:13]([C:15]([O:17]CC)=[O:16])[CH:12]=[N:11]2)[CH:6]=[CH:5][CH:4]=[CH:3][CH:2]=1.[OH-].[K+], predict the reaction product. The product is: [C:1]1([CH2:7][CH2:8][CH2:9][N:10]2[CH:14]=[C:13]([C:15]([OH:17])=[O:16])[CH:12]=[N:11]2)[CH:6]=[CH:5][CH:4]=[CH:3][CH:2]=1. (2) Given the reactants Br[C:2]1[CH:7]=[C:6]([CH2:8][OH:9])[CH:5]=[CH:4][N:3]=1.[CH:10]1(B(O)O)[CH2:12][CH2:11]1.P([O-])([O-])([O-])=O.[K+].[K+].[K+].C1(P(C2CCCCC2)C2CCCCC2)CCCCC1, predict the reaction product. The product is: [CH:10]1([C:2]2[CH:7]=[C:6]([CH2:8][OH:9])[CH:5]=[CH:4][N:3]=2)[CH2:12][CH2:11]1. (3) Given the reactants [Br:1][C:2]1[CH:43]=[CH:42][C:5]([O:6][CH2:7][C:8]([NH:10][CH2:11][C@H:12]([OH:41])[C:13]2[CH:18]=[CH:17][C:16]([O:19][CH2:20][O:21][CH2:22][CH2:23][Si:24]([CH3:27])([CH3:26])[CH3:25])=[C:15]([N:28]([S:37]([CH3:40])(=[O:39])=[O:38])[CH2:29][O:30][CH2:31][CH2:32][Si:33]([CH3:36])([CH3:35])[CH3:34])[CH:14]=2)=O)=[CH:4][CH:3]=1.N(CCO)(CCO)CCO.O, predict the reaction product. The product is: [Br:1][C:2]1[CH:43]=[CH:42][C:5]([O:6][CH2:7][CH2:8][NH:10][CH2:11][C@@H:12]([C:13]2[CH:18]=[CH:17][C:16]([O:19][CH2:20][O:21][CH2:22][CH2:23][Si:24]([CH3:27])([CH3:26])[CH3:25])=[C:15]([N:28]([CH2:29][O:30][CH2:31][CH2:32][Si:33]([CH3:36])([CH3:35])[CH3:34])[S:37]([CH3:40])(=[O:39])=[O:38])[CH:14]=2)[OH:41])=[CH:4][CH:3]=1. (4) The product is: [Cl:1][C:2]1[CH:3]=[CH:4][C:5]2[CH2:11][CH2:10][C:9]3[CH:12]=[CH:13][CH:14]=[CH:15][C:8]=3[CH:7]([CH2:16][C:17]3[CH:18]=[C:19]([NH:23][S:24]([CH3:27])(=[O:26])=[O:25])[CH:20]=[CH:21][CH:22]=3)[C:6]=2[CH:28]=1. Given the reactants [Cl:1][C:2]1[CH:3]=[CH:4][C:5]2[CH2:11][CH2:10][C:9]3[CH:12]=[CH:13][CH:14]=[CH:15][C:8]=3[C:7](=[CH:16][C:17]3[CH:18]=[C:19]([NH:23][S:24]([CH3:27])(=[O:26])=[O:25])[CH:20]=[CH:21][CH:22]=3)[C:6]=2[CH:28]=1, predict the reaction product. (5) Given the reactants C(N(CC)CC)C.[C:8]([O:13][C:14]1[CH:15]=[C:16]([CH:20]=[CH:21][CH:22]=1)C(Cl)=O)(=O)[CH:9]([CH3:11])C, predict the reaction product. The product is: [O:13]1[C:14]2[C:22](=[CH:21][CH:20]=[CH:16][CH:15]=2)[CH:11]=[CH:9][CH2:8]1. (6) Given the reactants [CH2:1]([O:3][C:4]1[C:29]([CH2:30][CH3:31])=[CH:28][C:7]2[NH:8][C:9]([C:11]3[C:15]([NH:16][C:17]([CH:19]4[CH2:21][CH2:20]4)=[O:18])=[CH:14][N:13](C4CCCCO4)[N:12]=3)=[N:10][C:6]=2[CH:5]=1)[CH3:2].O.C1(C)C=CC(S(O)(=O)=O)=CC=1.C(=O)(O)[O-].[Na+], predict the reaction product. The product is: [CH2:1]([O:3][C:4]1[C:29]([CH2:30][CH3:31])=[CH:28][C:7]2[NH:8][C:9]([C:11]3[C:15]([NH:16][C:17]([CH:19]4[CH2:20][CH2:21]4)=[O:18])=[CH:14][NH:13][N:12]=3)=[N:10][C:6]=2[CH:5]=1)[CH3:2].